From a dataset of Forward reaction prediction with 1.9M reactions from USPTO patents (1976-2016). Predict the product of the given reaction. (1) Given the reactants [Na].[S:2]([C:6]1[CH:13]=[CH:12][CH:11]=[CH:10][C:7]=1[CH:8]=[O:9])([OH:5])(=[O:4])=[O:3].[Na], predict the reaction product. The product is: [S:2]([C:6]1[CH:13]=[CH:12][CH:11]=[CH:10][C:7]=1[CH:8]=[O:9])([OH:5])(=[O:4])=[O:3]. (2) Given the reactants Cl[C:2]1[N:7]=[C:6](Cl)[C:5]([F:9])=[CH:4][N:3]=1.[CH2:10]([O:12][C:13]([C:15]1[CH:16]=[C:17]([CH:19]=[CH:20][CH:21]=1)[NH2:18])=[O:14])[CH3:11], predict the reaction product. The product is: [CH2:10]([O:12][C:13]([C:15]1[CH:16]=[C:17]([NH:18][C:2]2[N:7]=[C:6]([NH:18][C:17]3[CH:19]=[CH:20][CH:21]=[C:15]([C:13]([O:12][CH2:10][CH3:11])=[O:14])[CH:16]=3)[C:5]([F:9])=[CH:4][N:3]=2)[CH:19]=[CH:20][CH:21]=1)=[O:14])[CH3:11]. (3) Given the reactants Br[C:2]1[CH:11]=[C:10]2[C:5]([CH:6]=[CH:7][C:8]([C@H:12]([NH:14][C:15]([C@@H:17]3[CH2:22][CH2:21][CH2:20][N:19]([C:23](=[O:34])[C@@H:24]([NH:26][C:27](=[O:33])[C@@H:28]([OH:32])[CH:29]([CH3:31])[CH3:30])[CH3:25])[NH:18]3)=[O:16])[CH3:13])=[N:9]2)=[CH:4][CH:3]=1.[CH:35]([C:37]1([C:43]([OH:45])=[O:44])[CH2:42][O:41][CH2:40][O:39][CH2:38]1)=[CH2:36].C1(C)C=CC=CC=1P(C1C=CC=CC=1C)C1C=CC=CC=1C.C(N(CC)CC)C, predict the reaction product. The product is: [OH:32][C@@H:28]([CH:29]([CH3:31])[CH3:30])[C:27]([NH:26][C@@H:24]([CH3:25])[C:23]([N:19]1[CH2:20][CH2:21][CH2:22][C@@H:17]([C:15]([NH:14][C@@H:12]([C:8]2[CH:7]=[CH:6][C:5]3[C:10](=[CH:11][C:2](/[CH:36]=[CH:35]/[C:37]4([C:43]([OH:45])=[O:44])[CH2:42][O:41][CH2:40][O:39][CH2:38]4)=[CH:3][CH:4]=3)[N:9]=2)[CH3:13])=[O:16])[NH:18]1)=[O:34])=[O:33]. (4) Given the reactants C(=O)([O-])[O-].[Cs+].[Cs+].Cl.Cl.[NH:9]1[CH2:12][CH:11]([C:13]2[NH:17][C:16]3[CH:18]=[CH:19][C:20]([Cl:22])=[CH:21][C:15]=3[N:14]=2)[CH2:10]1.Cl[C:24]1[CH:29]=[C:28]([CH:30]2[CH2:35][CH2:34][O:33][CH2:32][CH2:31]2)[N:27]=[CH:26][N:25]=1, predict the reaction product. The product is: [Cl:22][C:20]1[CH:19]=[CH:18][C:16]2[NH:17][C:13]([CH:11]3[CH2:12][N:9]([C:24]4[CH:29]=[C:28]([CH:30]5[CH2:35][CH2:34][O:33][CH2:32][CH2:31]5)[N:27]=[CH:26][N:25]=4)[CH2:10]3)=[N:14][C:15]=2[CH:21]=1. (5) The product is: [F:29][C:17]([F:16])([F:28])[C:18]([C:20]1[N:21]=[CH:22][N:23]2[CH:27]=[C:26]([Sn:34]([CH2:35][CH2:36][CH2:37][CH3:38])([CH2:39][CH2:40][CH2:41][CH3:42])[CH2:30][CH2:31][CH2:32][CH3:33])[S:25][C:24]=12)=[O:19]. Given the reactants C[Si]([N-][Si](C)(C)C)(C)C.[Li+].C1COCC1.[F:16][C:17]([F:29])([F:28])[C:18]([C:20]1[N:21]=[CH:22][N:23]2[CH:27]=[CH:26][S:25][C:24]=12)=[O:19].[CH2:30]([Sn:34](Cl)([CH2:39][CH2:40][CH2:41][CH3:42])[CH2:35][CH2:36][CH2:37][CH3:38])[CH2:31][CH2:32][CH3:33].[Cl-].[NH4+], predict the reaction product. (6) Given the reactants [CH2:1]([O:3][C:4](=[O:31])[CH2:5][N:6]1[C:14]2[CH2:13][CH2:12][CH2:11][C@@H:10]([N:15]([S:17]([C:20]3[CH:25]=[C:24]([C:26]([F:29])([F:28])[F:27])[CH:23]=[C:22](Br)[CH:21]=3)(=[O:19])=[O:18])[CH3:16])[C:9]=2[CH:8]=[N:7]1)[CH3:2].C(P(C(C)(C)C)C1C=CC=CC=1C1C=CC=CC=1)(C)(C)C.[F-].[K+].[CH3:55][Si:56]([CH3:62])([CH3:61])[Si:56]([CH3:62])([CH3:61])[CH3:55].[Cl-].[Na+], predict the reaction product. The product is: [CH2:1]([O:3][C:4](=[O:31])[CH2:5][N:6]1[C:14]2[CH2:13][CH2:12][CH2:11][C@@H:10]([N:15]([CH3:16])[S:17]([C:20]3[CH:21]=[C:22]([Si:56]([CH3:62])([CH3:61])[CH3:55])[CH:23]=[C:24]([C:26]([F:29])([F:28])[F:27])[CH:25]=3)(=[O:19])=[O:18])[C:9]=2[CH:8]=[N:7]1)[CH3:2]. (7) Given the reactants [F:1][C:2]1[C:3](=[O:36])[N:4]([CH2:16][CH2:17][CH2:18][CH2:19][C:20]2[S:21][C:22]([C:25](=[O:35])[NH:26][CH2:27][C:28]3[CH:29]=[N:30][C:31]([CH3:34])=[CH:32][CH:33]=3)=[N:23][N:24]=2)[CH:5]=[CH:6][C:7]=1[NH:8]C(=O)OC(C)(C)C.C(O)(C(F)(F)F)=O, predict the reaction product. The product is: [NH2:8][C:7]1[CH:6]=[CH:5][N:4]([CH2:16][CH2:17][CH2:18][CH2:19][C:20]2[S:21][C:22]([C:25]([NH:26][CH2:27][C:28]3[CH:29]=[N:30][C:31]([CH3:34])=[CH:32][CH:33]=3)=[O:35])=[N:23][N:24]=2)[C:3](=[O:36])[C:2]=1[F:1].